The task is: Predict which catalyst facilitates the given reaction.. This data is from Catalyst prediction with 721,799 reactions and 888 catalyst types from USPTO. (1) Reactant: [N:1]1([C:12]([O:14][C:15]2[CH:16]=[N:17][CH:18]=[CH:19][CH:20]=2)=[O:13])[CH2:6][CH2:5][CH:4]([C:7]([O:9]CC)=[O:8])[CH2:3][CH2:2]1.[OH-].[Na+].Cl. Product: [N:17]1[CH:18]=[CH:19][CH:20]=[C:15]([O:14][C:12]([N:1]2[CH2:2][CH2:3][CH:4]([C:7]([OH:9])=[O:8])[CH2:5][CH2:6]2)=[O:13])[CH:16]=1. The catalyst class is: 219. (2) Reactant: [CH3:1][C:2]1([CH3:26])[CH:7]([N:8]2[CH2:13][CH2:12][CH:11]([C:14]([O:16]CC)=[O:15])[CH2:10][CH2:9]2)[CH2:6][CH2:5][N:4]([C:19]([O:21][C:22]([CH3:25])([CH3:24])[CH3:23])=[O:20])[CH2:3]1.[OH-].[Ba+2].[OH-]. Product: [C:22]([O:21][C:19]([N:4]1[CH2:5][CH2:6][CH:7]([N:8]2[CH2:13][CH2:12][CH:11]([C:14]([OH:16])=[O:15])[CH2:10][CH2:9]2)[C:2]([CH3:26])([CH3:1])[CH2:3]1)=[O:20])([CH3:25])([CH3:23])[CH3:24]. The catalyst class is: 24. (3) Reactant: CN([CH:4]=[C:5]1[C:10](=O)[CH2:9][CH2:8][N:7]([S:12]([CH3:15])(=[O:14])=[O:13])[CH2:6]1)C.Cl.[NH2:17][C:18]([NH2:20])=[NH:19].C([O-])(=O)C.[K+]. Product: [CH3:15][S:12]([N:7]1[CH2:8][CH2:9][C:10]2[N:19]=[C:18]([NH2:20])[N:17]=[CH:4][C:5]=2[CH2:6]1)(=[O:14])=[O:13]. The catalyst class is: 14. (4) The catalyst class is: 4. Reactant: C(O)(C(F)(F)F)=O.C(OC([N:15]1[CH2:19][CH2:18][CH:17]([N:20]2[C:25]3[N:26]=[C:27]([NH2:31])[N:28]=[C:29]([CH3:30])[C:24]=3[CH:23]=[C:22]([C:32]3[CH:33]=[N:34][C:35]([O:38][CH3:39])=[CH:36][CH:37]=3)[C:21]2=[O:40])[CH2:16]1)=O)(C)(C)C. Product: [NH2:31][C:27]1[N:28]=[C:29]([CH3:30])[C:24]2[CH:23]=[C:22]([C:32]3[CH:33]=[N:34][C:35]([O:38][CH3:39])=[CH:36][CH:37]=3)[C:21](=[O:40])[N:20]([CH:17]3[CH2:18][CH2:19][NH:15][CH2:16]3)[C:25]=2[N:26]=1. (5) Reactant: C(N(C(C)C)CC)(C)C.[CH2:10]([N:13]1[C:22]([C:23]#[N:24])=[C:21]([C:25]2[CH:30]=[CH:29][CH:28]=[C:27]([F:31])[CH:26]=2)[C:20]2[C:15](=[CH:16][CH:17]=[C:18]([OH:32])[CH:19]=2)[C:14]1=[O:33])[CH:11]=[CH2:12].[S:34](O[S:34]([C:37]([F:40])([F:39])[F:38])(=[O:36])=[O:35])([C:37]([F:40])([F:39])[F:38])(=[O:36])=[O:35]. Product: [F:38][C:37]([F:40])([F:39])[S:34]([O:32][C:18]1[CH:19]=[C:20]2[C:15](=[CH:16][CH:17]=1)[C:14](=[O:33])[N:13]([CH2:10][CH:11]=[CH2:12])[C:22]([C:23]#[N:24])=[C:21]2[C:25]1[CH:30]=[CH:29][CH:28]=[C:27]([F:31])[CH:26]=1)(=[O:36])=[O:35]. The catalyst class is: 2. (6) Reactant: CO[C:3]([C:5]1[CH:14]=[CH:13][C:12]2[C:7](=[CH:8][CH:9]=[C:10]([O:15][CH3:16])[CH:11]=2)[CH:6]=1)=[O:4].[H-].[Na+].[C:19](#[N:21])[CH3:20]. Product: [CH3:16][O:15][C:10]1[CH:11]=[C:12]2[C:7](=[CH:8][CH:9]=1)[CH:6]=[C:5]([C:3](=[O:4])[CH2:20][C:19]#[N:21])[CH:14]=[CH:13]2. The catalyst class is: 11. (7) Reactant: Br[C:2]1[CH:3]=[CH:4][CH:5]=[C:6]2[C:10]=1[NH:9][CH:8]=[CH:7]2.[Li]C(C)(C)C.[CH3:16][S:17]SC. Product: [CH3:16][S:17][C:2]1[CH:3]=[CH:4][CH:5]=[C:6]2[C:10]=1[NH:9][CH:8]=[CH:7]2. The catalyst class is: 1. (8) Reactant: [O:1]1[C:5]2[CH:6]=[CH:7][CH:8]=[CH:9][C:4]=2[CH:3]=[C:2]1[CH2:10][O:11][C:12]1[CH:20]=[CH:19][CH:18]=[C:14]([C:15]([OH:17])=O)[C:13]=1[C:21]([OH:23])=O.Cl.[NH2:25][CH:26]1[CH2:32][CH2:31][C:30](=[O:33])[NH:29][C:27]1=[O:28]. Product: [O:1]1[C:5]2[CH:6]=[CH:7][CH:8]=[CH:9][C:4]=2[CH:3]=[C:2]1[CH2:10][O:11][C:12]1[CH:20]=[CH:19][CH:18]=[C:14]2[C:13]=1[C:21](=[O:23])[N:25]([CH:26]1[CH2:32][CH2:31][C:30](=[O:33])[NH:29][C:27]1=[O:28])[C:15]2=[O:17]. The catalyst class is: 17. (9) Reactant: C([NH:18][C@H:19]([C:31]([OH:33])=[O:32])[CH2:20][C:21]1[C:30]2[C:25](=[CH:26][CH:27]=[CH:28][CH:29]=2)[CH:24]=[CH:23][CH:22]=1)(OCC1C2C(=CC=CC=2)C2C1=CC=CC=2)=O.[NH2:34][C@H:35]([C:39]([O:41][CH2:42][CH:43]=[CH2:44])=[O:40])[CH:36]([CH3:38])[CH3:37].N1CCCCC1. Product: [C:21]1([CH2:20][C@@H:19]([C:31]([OH:33])=[O:32])[NH2:18])[C:30]2[C:25](=[CH:26][CH:27]=[CH:28][CH:29]=2)[CH:24]=[CH:23][CH:22]=1.[NH2:34][C@H:35]([C:39]([O:41][CH2:42][CH:43]=[CH2:44])=[O:40])[CH:36]([CH3:38])[CH3:37]. The catalyst class is: 2. (10) Reactant: CN(N=O)C(N[N+]([O-])=O)=N.[OH-].[K+].N#N.[C:15](=O)=O.CC(C)=O.[CH3:22][C:23]([O:33][C:34]1[CH:39]=[CH:38][CH:37]=[CH:36][CH:35]=1)([CH2:27][C:28]1[S:29][CH:30]=[CH:31][CH:32]=1)[C:24]([OH:26])=[O:25]. Product: [CH3:15][O:25][C:24](=[O:26])[C:23]([CH3:22])([O:33][C:34]1[CH:39]=[CH:38][CH:37]=[CH:36][CH:35]=1)[CH2:27][C:28]1[S:29][CH:30]=[CH:31][CH:32]=1. The catalyst class is: 158.